This data is from Reaction yield outcomes from USPTO patents with 853,638 reactions. The task is: Predict the reaction yield, written as a fraction of the theoretical maximum amount of product (1.0 means a 100% yield; for example, 0.34 means a 34% yield). (1) The reactants are [C:1]([N:8]1[CH2:13][CH2:12][NH:11][CH2:10][CH2:9]1)([O:3][C:4]([CH3:7])([CH3:6])[CH3:5])=[O:2].Cl[CH:15]([C:17]1[CH:25]=[CH:24][C:20]2[O:21][CH2:22][O:23][C:19]=2[CH:18]=1)[CH3:16].CCN(C(C)C)C(C)C. The catalyst is C(#N)C. The product is [O:21]1[C:20]2[CH:24]=[CH:25][C:17]([CH:15]([N:11]3[CH2:10][CH2:9][N:8]([C:1]([O:3][C:4]([CH3:7])([CH3:6])[CH3:5])=[O:2])[CH2:13][CH2:12]3)[CH3:16])=[CH:18][C:19]=2[O:23][CH2:22]1. The yield is 0.200. (2) The reactants are CO[C:3](=[O:22])[C:4]1[CH:9]=[C:8]([C:10]2[N:11]([CH3:16])[N:12]=[C:13]([CH3:15])[CH:14]=2)[C:7]([C:17]([F:20])([F:19])[F:18])=[CH:6][C:5]=1[NH2:21].CC[N:25]([CH2:28]C)CC.[CH3:30][S:31]([NH:34]N)(=[O:33])=[O:32].[OH-:36].[Na+]. The catalyst is C(Cl)Cl.O. The product is [CH3:16][N:11]1[C:10]([C:8]2[CH:9]=[C:4]3[C:5](=[CH:6][C:7]=2[C:17]([F:18])([F:19])[F:20])[NH:21][C:28](=[O:36])[N:25]([NH:34][S:31]([CH3:30])(=[O:33])=[O:32])[C:3]3=[O:22])=[CH:14][C:13]([CH3:15])=[N:12]1. The yield is 0.260. (3) The reactants are [CH3:1][O:2][C:3]1[N:8]=[C:7]([C:9](OC)=[O:10])[C:6]([NH:13][C:14]([C:16]2[C:25]3[C:20](=[CH:21][CH:22]=[CH:23][CH:24]=3)[C:19]([CH2:26][N:27]3[CH:31]=[CH:30][N:29]=[N:28]3)=[CH:18][CH:17]=2)=[O:15])=[CH:5][CH:4]=1.[O:32]1[CH2:37][CH2:36][CH:35]([CH2:38][NH2:39])[CH2:34][CH2:33]1. The catalyst is CN(C=O)C. The product is [CH3:1][O:2][C:3]1[N:8]=[C:7]([C:9]([NH:39][CH2:38][CH:35]2[CH2:36][CH2:37][O:32][CH2:33][CH2:34]2)=[O:10])[C:6]([NH:13][C:14]([C:16]2[C:25]3[C:20](=[CH:21][CH:22]=[CH:23][CH:24]=3)[C:19]([CH2:26][N:27]3[CH:31]=[CH:30][N:29]=[N:28]3)=[CH:18][CH:17]=2)=[O:15])=[CH:5][CH:4]=1. The yield is 0.790.